From a dataset of Full USPTO retrosynthesis dataset with 1.9M reactions from patents (1976-2016). Predict the reactants needed to synthesize the given product. (1) The reactants are: [CH2:1](Cl)[C:2]1[CH:7]=[CH:6][CH:5]=[CH:4][CH:3]=1.[C-:9]#[N:10].[K+].CC[O:14][CH2:15]C.B. Given the product [CH:15]([NH:10][CH2:9][CH2:1][C:2]1[CH:7]=[CH:6][CH:5]=[CH:4][CH:3]=1)=[O:14], predict the reactants needed to synthesize it. (2) Given the product [CH3:7][N:8]([CH3:26])[C:9]1[CH:18]=[C:17]2[C:12]([C:13]([C:20]#[CH:21])=[CH:14][C:15](=[O:19])[O:16]2)=[CH:11][CH:10]=1, predict the reactants needed to synthesize it. The reactants are: C([O-])([O-])=O.[K+].[K+].[CH3:7][N:8]([CH3:26])[C:9]1[CH:18]=[C:17]2[C:12]([C:13]([C:20]#[C:21][Si](C)(C)C)=[CH:14][C:15](=[O:19])[O:16]2)=[CH:11][CH:10]=1. (3) The reactants are: Cl[C:2]1[CH:7]=[CH:6][C:5]([CH:8]=[CH:9][C:10]([NH:12][C:13]2[CH:22]=[CH:21][C:16]([C:17]([O:19]C)=[O:18])=[C:15]([OH:23])[CH:14]=2)=[O:11])=[CH:4][CH:3]=1.C([O-])=O.[NH4+].[OH-].[Na+]. Given the product [C:5]1([CH2:8][CH2:9][C:10]([NH:12][C:13]2[CH:22]=[CH:21][C:16]([C:17]([OH:19])=[O:18])=[C:15]([OH:23])[CH:14]=2)=[O:11])[CH:4]=[CH:3][CH:2]=[CH:7][CH:6]=1, predict the reactants needed to synthesize it. (4) The reactants are: [CH3:1][O:2][C:3](=[O:33])[NH:4][CH:5]([C:9]([N:11]1[CH2:15][CH:14]([O:16][CH2:17][CH2:18][O:19][CH3:20])[CH2:13][CH:12]1[C:21]1[NH:22][C:23]([C:26]2[CH:31]=[CH:30][C:29](Br)=[CH:28][CH:27]=2)=[CH:24][N:25]=1)=[O:10])[CH:6]([CH3:8])[CH3:7].B1(B2OC(C)(C)C(C)(C)O2)OC(C)(C)C(C)(C)O1.C([O-])(=O)C.[K+].[CH3:57][O:58][C:59](=[O:90])[NH:60][CH:61]([C:65]([N:67]1[CH:73]([C:74]2[NH:75][C:76]([C:79]3[CH:88]=[CH:87][C:86]4[C:81](=[CH:82][CH:83]=[C:84](Br)[CH:85]=4)[CH:80]=3)=[CH:77][N:78]=2)[CH2:72][C:69]2([CH2:71][CH2:70]2)[CH2:68]1)=[O:66])[CH:62]([CH3:64])[CH3:63]. Given the product [CH3:57][O:58][C:59](=[O:90])[NH:60][CH:61]([C:65]([N:67]1[CH:73]([C:74]2[NH:75][C:76]([C:79]3[CH:88]=[CH:87][C:86]4[C:81](=[CH:82][CH:83]=[C:84]([C:29]5[CH:28]=[CH:27][C:26]([C:23]6[NH:22][C:21]([CH:12]7[CH2:13][CH:14]([O:16][CH2:17][CH2:18][O:19][CH3:20])[CH2:15][N:11]7[C:9](=[O:10])[CH:5]([NH:4][C:3]([O:2][CH3:1])=[O:33])[CH:6]([CH3:8])[CH3:7])=[N:25][CH:24]=6)=[CH:31][CH:30]=5)[CH:85]=4)[CH:80]=3)=[CH:77][N:78]=2)[CH2:72][C:69]2([CH2:71][CH2:70]2)[CH2:68]1)=[O:66])[CH:62]([CH3:64])[CH3:63], predict the reactants needed to synthesize it. (5) The reactants are: [CH3:1][CH:2]1[CH2:7][CH2:6][N:5]([C:8]2[CH:13]=[C:12]([CH:14]3[CH2:19][CH2:18][NH:17][CH2:16][CH2:15]3)[CH:11]=[CH:10][C:9]=2[NH:20][C:21]([C:23]2[NH:24][CH:25]=[C:26]([C:28]#[N:29])[CH:27]=2)=[O:22])[CH2:4][CH2:3]1.FC(F)(F)C(O)=O.C([O-])([O-])=O.[Na+].[Na+].[C:43](N1C=CN=C1)([N:45]1[CH:49]=[CH:48][N:47]=[CH:46]1)=[O:44]. Given the product [N:45]1([C:43]([N:17]2[CH2:18][CH2:19][CH:14]([C:12]3[CH:11]=[CH:10][C:9]([NH:20][C:21]([C:23]4[NH:24][CH:25]=[C:26]([C:28]#[N:29])[CH:27]=4)=[O:22])=[C:8]([N:5]4[CH2:6][CH2:7][CH:2]([CH3:1])[CH2:3][CH2:4]4)[CH:13]=3)[CH2:15][CH2:16]2)=[O:44])[CH:49]=[CH:48][N:47]=[CH:46]1, predict the reactants needed to synthesize it. (6) Given the product [C:13]([NH:12][C:9]1[CH:10]=[C:11]2[C:6](=[CH:7][CH:8]=1)[N:5]=[CH:4][CH:3]=[C:2]2[S:16][C:20]1([C:24]([O:26][CH2:27][CH3:28])=[O:25])[CH2:23][CH2:22][CH2:21]1)(=[O:15])[CH3:14], predict the reactants needed to synthesize it. The reactants are: Cl[C:2]1[C:11]2[C:6](=[CH:7][CH:8]=[C:9]([NH:12][C:13](=[O:15])[CH3:14])[CH:10]=2)[N:5]=[CH:4][CH:3]=1.[S-2:16].[Na+].[Na+].Br[C:20]1([C:24]([O:26][CH2:27][CH3:28])=[O:25])[CH2:23][CH2:22][CH2:21]1.C(=O)([O-])[O-].[Cs+].[Cs+].